This data is from Full USPTO retrosynthesis dataset with 1.9M reactions from patents (1976-2016). The task is: Predict the reactants needed to synthesize the given product. (1) Given the product [NH2:1][C:2]1[C:7]([F:8])=[C:6]([C:9]2[CH:14]=[CH:13][C:12]([Cl:15])=[C:11]([O:16][CH3:17])[C:10]=2[F:18])[N:5]=[C:4]([C:19]([O:21][CH3:22])=[O:20])[CH:3]=1, predict the reactants needed to synthesize it. The reactants are: [NH2:1][C:2]1[C:7]([F:8])=[C:6]([C:9]2[CH:14]=[CH:13][C:12]([Cl:15])=[C:11]([O:16][CH3:17])[C:10]=2[F:18])[N:5]=[C:4]([C:19]([O:21][CH2:22]C2C=CC=CC=2)=[O:20])[CH:3]=1.CO.C[O-].[Na+]. (2) Given the product [CH2:1]([C@H:8]1[CH2:12][O:11][C:10](=[O:13])[N:9]1[C:14](=[O:44])[C@@H:15]([O:42][CH3:43])[CH2:16][C:17]1[C:22]2[S:23][CH:24]=[CH:25][C:21]=2[C:20]([O:26][CH2:27][CH2:28][C:29]2[N:30]=[C:31]([C:35]3[CH:40]=[CH:39][CH:38]=[CH:37][CH:36]=3)[O:32][C:33]=2[CH3:34])=[CH:19][CH:18]=1)[C:2]1[CH:7]=[CH:6][CH:5]=[CH:4][CH:3]=1, predict the reactants needed to synthesize it. The reactants are: [CH2:1]([C@H:8]1[CH2:12][O:11][C:10](=[O:13])[N:9]1[C:14](=[O:44])[C@@H:15]([O:42][CH3:43])[C@H:16](O)[C:17]1[C:22]2[S:23][CH:24]=[CH:25][C:21]=2[C:20]([O:26][CH2:27][CH2:28][C:29]2[N:30]=[C:31]([C:35]3[CH:40]=[CH:39][CH:38]=[CH:37][CH:36]=3)[O:32][C:33]=2[CH3:34])=[CH:19][CH:18]=1)[C:2]1[CH:7]=[CH:6][CH:5]=[CH:4][CH:3]=1.C([SiH](CC)CC)C. (3) Given the product [C:1]1([C:7]2[C:8]([NH:12][CH:14]([C:13]([OH:18])=[O:17])[CH3:16])=[N:9][O:10][N:11]=2)[CH:2]=[CH:3][CH:4]=[CH:5][CH:6]=1, predict the reactants needed to synthesize it. The reactants are: [C:1]1([C:7]2[C:8]([NH2:12])=[N:9][O:10][N:11]=2)[CH:6]=[CH:5][CH:4]=[CH:3][CH:2]=1.[C:13]([O:18]CC)(=[O:17])[C:14]([CH3:16])=O.[Li+].[OH-].O.O1CCOCC1. (4) Given the product [CH3:26][C:25]1([CH3:27])[O:12][C:13]2[CH:14]=[CH:15][C:16]3[C:17](=[O:40])[C@@H:18]4[C@@H:19]([CH2:28][O:29][C:30]5[C:35]4=[CH:34][C:33]([O:36][CH3:37])=[C:32]([O:38][CH3:39])[CH:31]=5)[O:20][C:21]=3[C:22]=2[CH:23]=[CH:24]1, predict the reactants needed to synthesize it. The reactants are: C1([Se]Cl)C=CC=CC=1.C(Cl)Cl.[OH:12][C:13]1[CH:14]=[CH:15][C:16]2[C:17](=[O:40])[C@H:18]3[C:35]4[C:30](=[CH:31][C:32]([O:38][CH3:39])=[C:33]([O:36][CH3:37])[CH:34]=4)[O:29][CH2:28][C@H:19]3[O:20][C:21]=2[C:22]=1[CH2:23][CH:24]=[C:25]([CH3:27])[CH3:26].CCOC(C)=O. (5) Given the product [C:1]([N:8]1[CH2:12][CH2:11][C@H:10]([S:13][C:14]([C:27]2[CH:32]=[CH:31][CH:30]=[CH:29][CH:28]=2)([C:21]2[CH:22]=[CH:23][CH:24]=[CH:25][CH:26]=2)[C:15]2[CH:20]=[CH:19][CH:18]=[CH:17][CH:16]=2)[C@@H:9]1[C:33]([N:35]([O:47][CH3:48])[CH3:39])=[O:34])([O:3][C:4]([CH3:5])([CH3:7])[CH3:6])=[O:2], predict the reactants needed to synthesize it. The reactants are: [C:1]([N:8]1[CH2:12][CH2:11][CH:10]([S:13][C:14]([C:27]2[CH:32]=[CH:31][CH:30]=[CH:29][CH:28]=2)([C:21]2[CH:26]=[CH:25][CH:24]=[CH:23][CH:22]=2)[C:15]2[CH:20]=[CH:19][CH:18]=[CH:17][CH:16]=2)[CH:9]1[C:33]([N:35]1[C:39]2C=CC=CC=2N=N1)=[O:34])([O:3][C:4]([CH3:7])([CH3:6])[CH3:5])=[O:2].Cl.CN[O:47][CH3:48].CNOC. (6) Given the product [CH3:3][NH:4][C:5]1[N:10]=[C:9]([CH2:11][CH2:12][O:13][C:14]2[CH:19]=[CH:18][C:17]([CH:20]=[CH:21][CH2:22][C:23]([OH:25])=[O:24])=[CH:16][CH:15]=2)[CH:8]=[CH:7][CH:6]=1, predict the reactants needed to synthesize it. The reactants are: [OH-].[Na+].[CH3:3][NH:4][C:5]1[N:10]=[C:9]([CH2:11][CH2:12][O:13][C:14]2[CH:19]=[CH:18][C:17]([CH2:20]/[CH:21]=[CH:22]/[C:23]([O:25]C)=[O:24])=[CH:16][CH:15]=2)[CH:8]=[CH:7][CH:6]=1.